From a dataset of Forward reaction prediction with 1.9M reactions from USPTO patents (1976-2016). Predict the product of the given reaction. (1) Given the reactants [CH3:1][O:2][C:3]1[CH:34]=[CH:33][C:6]([O:7][C:8]2[CH:32]=[CH:31][C:11]([C:12]([NH:14][CH:15]([CH2:19][C:20]3[CH:25]=[CH:24][C:23]([O:26][C:27]([F:30])([F:29])[F:28])=[CH:22][CH:21]=3)[C:16]([OH:18])=O)=[O:13])=[CH:10][CH:9]=2)=[CH:5][CH:4]=1.[NH2:35][CH2:36][CH2:37][OH:38], predict the reaction product. The product is: [OH:38][CH2:37][CH2:36][NH:35][C:16](=[O:18])[CH:15]([NH:14][C:12](=[O:13])[C:11]1[CH:31]=[CH:32][C:8]([O:7][C:6]2[CH:5]=[CH:4][C:3]([O:2][CH3:1])=[CH:34][CH:33]=2)=[CH:9][CH:10]=1)[CH2:19][C:20]1[CH:25]=[CH:24][C:23]([O:26][C:27]([F:29])([F:30])[F:28])=[CH:22][CH:21]=1. (2) Given the reactants [CH3:1][C:2]([S:11][C:12]1[CH:17]=[CH:16][C:15]([CH2:18][NH:19][C:20]2[CH:25]=[C:24]([C:26]3[CH:31]=[CH:30][CH:29]=[C:28]([C:32]([F:35])([F:34])[F:33])[CH:27]=3)[N:23]=[CH:22][N:21]=2)=[CH:14][CH:13]=1)([CH3:10])[C:3]([O:5][C:6]([CH3:9])([CH3:8])[CH3:7])=[O:4].CN(C=O)C.[H-].[Na+].Br[CH2:44][CH2:45][F:46], predict the reaction product. The product is: [F:46][CH2:45][CH2:44][N:19]([CH2:18][C:15]1[CH:14]=[CH:13][C:12]([S:11][C:2]([CH3:1])([CH3:10])[C:3]([O:5][C:6]([CH3:7])([CH3:8])[CH3:9])=[O:4])=[CH:17][CH:16]=1)[C:20]1[CH:25]=[C:24]([C:26]2[CH:31]=[CH:30][CH:29]=[C:28]([C:32]([F:34])([F:33])[F:35])[CH:27]=2)[N:23]=[CH:22][N:21]=1. (3) Given the reactants C(NC(C)C)(C)C.C([Mg]Cl)CCC.[CH3:14][O:15][C:16]([C:18]1[S:19][CH:20]=[CH:21][C:22]=1[N:23]([C:31]([C@H:33]1[CH2:38][CH2:37][C@H:36]([CH3:39])[CH2:35][CH2:34]1)=[O:32])[CH:24]1[CH2:29][CH2:28][N:27]([CH3:30])[CH2:26][CH2:25]1)=[O:17].[I:40]I, predict the reaction product. The product is: [CH3:14][O:15][C:16]([C:18]1[S:19][C:20]([I:40])=[CH:21][C:22]=1[N:23]([C:31]([C@H:33]1[CH2:34][CH2:35][C@H:36]([CH3:39])[CH2:37][CH2:38]1)=[O:32])[CH:24]1[CH2:25][CH2:26][N:27]([CH3:30])[CH2:28][CH2:29]1)=[O:17]. (4) Given the reactants [N:1]([CH:4]1[CH2:8][CH2:7][N:6]([C:9]2[CH:14]=[CH:13][C:12]([C:15]3[NH:20][C:19](=[O:21])[C:18]([C:22]([OH:24])=[O:23])=[CH:17][C:16]=3[CH2:25][CH3:26])=[CH:11][CH:10]=2)[CH2:5]1)=[N+]=[N-], predict the reaction product. The product is: [NH2:1][CH:4]1[CH2:8][CH2:7][N:6]([C:9]2[CH:14]=[CH:13][C:12]([C:15]3[NH:20][C:19](=[O:21])[C:18]([C:22]([OH:24])=[O:23])=[CH:17][C:16]=3[CH2:25][CH3:26])=[CH:11][CH:10]=2)[CH2:5]1. (5) Given the reactants [OH:1][CH2:2][CH:3]1[CH2:8][CH2:7][N:6]([C:9]([O:11][C:12]([CH3:15])([CH3:14])[CH3:13])=[O:10])[CH2:5][CH2:4]1.C(N(C(C)C)CC)(C)C.ClC(Cl)(O[C:29](=[O:35])OC(Cl)(Cl)Cl)Cl.[CH2:37]([C:39]1[N:40]=[C:41]([C:44]2[CH:50]=[CH:49][CH:48]=[CH:47][C:45]=2[NH2:46])[S:42][CH:43]=1)[CH3:38].C(=O)(O)[O-].[Na+], predict the reaction product. The product is: [CH2:37]([C:39]1[N:40]=[C:41]([C:44]2[CH:50]=[CH:49][CH:48]=[CH:47][C:45]=2[NH:46][C:29]([O:1][CH2:2][CH:3]2[CH2:8][CH2:7][N:6]([C:9]([O:11][C:12]([CH3:15])([CH3:14])[CH3:13])=[O:10])[CH2:5][CH2:4]2)=[O:35])[S:42][CH:43]=1)[CH3:38]. (6) Given the reactants C(N1C=CN=C1)(N1C=CN=C1)=O.[Br:13][C:14]1[S:26][C:17]2=[N:18][CH:19]=[C:20]([C:23]([OH:25])=O)[C:21]([OH:22])=[C:16]2[CH:15]=1.[Cl:27][C:28]1[CH:35]=[CH:34][C:31]([CH2:32][NH2:33])=[CH:30][CH:29]=1.CC(O)=O, predict the reaction product. The product is: [Br:13][C:14]1[S:26][C:17]2=[N:18][CH:19]=[C:20]([C:23]([NH:33][CH2:32][C:31]3[CH:34]=[CH:35][C:28]([Cl:27])=[CH:29][CH:30]=3)=[O:25])[C:21]([OH:22])=[C:16]2[CH:15]=1. (7) Given the reactants [C:1](Cl)(Cl)=[O:2].CN(C)C=O.[CH3:10][O:11][C:12]1[CH:17]=[CH:16][C:15]([NH:18][NH:19][C:20](=[O:25])[C:21]([CH3:24])([CH3:23])[CH3:22])=[CH:14][CH:13]=1, predict the reaction product. The product is: [CH3:10][O:11][C:12]1[CH:13]=[CH:14][C:15]([N:18]2[C:1](=[O:2])[O:25][C:20]([C:21]([CH3:24])([CH3:23])[CH3:22])=[N:19]2)=[CH:16][CH:17]=1. (8) Given the reactants [Br:1][C:2]1[CH:3]=[CH:4][C:5]([O:9][CH2:10][CH2:11][N:12]([CH3:14])[CH3:13])=[C:6]([CH:8]=1)[NH2:7].C(N(C(C)C)CC)(C)C.[C:24](Cl)(=[O:27])[CH:25]=[CH2:26], predict the reaction product. The product is: [Br:1][C:2]1[CH:3]=[CH:4][C:5]([O:9][CH2:10][CH2:11][N:12]([CH3:14])[CH3:13])=[C:6]([NH:7][C:24](=[O:27])[CH:25]=[CH2:26])[CH:8]=1.